Dataset: HIV replication inhibition screening data with 41,000+ compounds from the AIDS Antiviral Screen. Task: Binary Classification. Given a drug SMILES string, predict its activity (active/inactive) in a high-throughput screening assay against a specified biological target. The molecule is NCCCCNCCCN1CCOC1=O. The result is 0 (inactive).